Dataset: Full USPTO retrosynthesis dataset with 1.9M reactions from patents (1976-2016). Task: Predict the reactants needed to synthesize the given product. (1) Given the product [CH3:11][C:9]1[N:10]=[C:5]2[C:4]([O:13][CH2:14][C:15]3[CH:20]=[CH:19][C:18]([O:21][CH3:22])=[CH:17][CH:16]=3)=[CH:3][C:2]([N:27]3[CH2:28][C@@H:24]([OH:23])[CH2:25][C:26]3=[O:29])=[CH:7][N:6]2[C:8]=1[CH3:12], predict the reactants needed to synthesize it. The reactants are: Br[C:2]1[CH:3]=[C:4]([O:13][CH2:14][C:15]2[CH:20]=[CH:19][C:18]([O:21][CH3:22])=[CH:17][CH:16]=2)[C:5]2[N:6]([C:8]([CH3:12])=[C:9]([CH3:11])[N:10]=2)[CH:7]=1.[OH:23][CH:24]1[CH2:28][NH:27][C:26](=[O:29])[CH2:25]1.C(=O)([O-])[O-].[K+].[K+].CN[C@@H]1CCCC[C@H]1NC. (2) Given the product [N:8]1([CH2:7][CH:7]2[CH2:12][O:11][N:10]=[C:9]([C:13]3[CH:14]=[N+:15]([O-:26])[CH:16]=[CH:17][CH:18]=3)[NH:8]2)[CH2:21][CH2:20][CH2:18][CH2:13][CH2:9]1, predict the reactants needed to synthesize it. The reactants are: N1([CH:7]2[CH2:12][O:11][N:10]=[C:9]([C:13]3[CH:14]=[N:15][CH:16]=[CH:17][CH:18]=3)[N:8]2C)CCCCC1.[C:20](O)(=O)[CH3:21].OO.[OH2:26].